Dataset: Forward reaction prediction with 1.9M reactions from USPTO patents (1976-2016). Task: Predict the product of the given reaction. (1) Given the reactants [NH2:1][C:2]([C:4]1[C:5]2[NH:18][N:17]=[C:16]([CH:19]3[CH2:24][CH2:23][N:22](C(OC(C)(C)C)=O)[CH2:21][CH2:20]3)[C:6]=2[N:7]=[C:8]([C:10]2[CH:15]=[CH:14][CH:13]=[CH:12][CH:11]=2)[N:9]=1)=[O:3].Cl, predict the reaction product. The product is: [C:10]1([C:8]2[N:9]=[C:4]([C:2]([NH2:1])=[O:3])[C:5]3[NH:18][N:17]=[C:16]([CH:19]4[CH2:20][CH2:21][NH:22][CH2:23][CH2:24]4)[C:6]=3[N:7]=2)[CH:11]=[CH:12][CH:13]=[CH:14][CH:15]=1. (2) The product is: [F:12][C:13]1[CH:21]=[CH:20][C:19]([C:22]#[N:23])=[C:18]2[C:14]=1[C:3]([CH:1]=[O:2])=[CH:16][NH:17]2. Given the reactants [C:1](Cl)([C:3](Cl)=O)=[O:2].CN(C=O)C.[F:12][C:13]1[CH:21]=[CH:20][C:19]([C:22]#[N:23])=[C:18]2[C:14]=1C=[CH:16][NH:17]2.CCOC(C)=O, predict the reaction product. (3) Given the reactants [Cl:1][C:2]1[CH:8]=[C:7]([O:9][C:10]2[C:11]3[N:18]([CH3:19])[CH:17]=[CH:16][C:12]=3[N:13]=[CH:14][N:15]=2)[CH:6]=[CH:5][C:3]=1[NH2:4].N1C=CC=CC=1.Cl[C:27](OC1C=CC=CC=1)=[O:28].[F:36][C:37]([F:48])([F:47])[S:38]([C:40]1[CH:41]=[C:42]([CH:44]=[CH:45][CH:46]=1)[NH2:43])=[O:39], predict the reaction product. The product is: [Cl:1][C:2]1[CH:8]=[C:7]([O:9][C:10]2[C:11]3[N:18]([CH3:19])[CH:17]=[CH:16][C:12]=3[N:13]=[CH:14][N:15]=2)[CH:6]=[CH:5][C:3]=1[NH:4][C:27]([NH:43][C:42]1[CH:44]=[CH:45][CH:46]=[C:40]([S:38]([C:37]([F:47])([F:36])[F:48])=[O:39])[CH:41]=1)=[O:28]. (4) Given the reactants [NH2:1][C:2]1[CH:10]=[C:9]2[C:5]([CH:6]=[CH:7][N:8]2C(=O)C)=[CH:4][CH:3]=1.Br[CH2:15][CH2:16][O:17][CH2:18][CH2:19]Br.CCN(C(C)C)C(C)C, predict the reaction product. The product is: [NH:8]1[C:9]2[C:5](=[CH:4][CH:3]=[C:2]([N:1]3[CH2:19][CH2:18][O:17][CH2:16][CH2:15]3)[CH:10]=2)[CH:6]=[CH:7]1. (5) Given the reactants [Br:1][C:2]1[CH:3]=[CH:4][C:5]2[CH:11]3[CH2:12][CH:9]([CH2:10]3)[N:8]3[C:13](I)=[C:14]([C:16]([O:18][CH3:19])=[O:17])[N:15]=[C:7]3[C:6]=2[CH:21]=1.[CH:22]1([C:25]([NH:27][NH2:28])=[O:26])[CH2:24][CH2:23]1.CC1(C)C2C(=C(P(C3C=CC=CC=3)C3C=CC=CC=3)C=CC=2)[O:50][C:32]2C(P(C3C=CC=CC=3)C3C=CC=CC=3)=CC=CC1=2, predict the reaction product. The product is: [Br:1][C:2]1[CH:3]=[CH:4][C:5]2[CH:11]3[CH2:12][CH:9]([CH2:10]3)[N:8]3[C:13]([C:32]([NH:28][NH:27][C:25]([CH:22]4[CH2:24][CH2:23]4)=[O:26])=[O:50])=[C:14]([C:16]([O:18][CH3:19])=[O:17])[N:15]=[C:7]3[C:6]=2[CH:21]=1.